Dataset: NCI-60 drug combinations with 297,098 pairs across 59 cell lines. Task: Regression. Given two drug SMILES strings and cell line genomic features, predict the synergy score measuring deviation from expected non-interaction effect. (1) Drug 2: CN(CC1=CN=C2C(=N1)C(=NC(=N2)N)N)C3=CC=C(C=C3)C(=O)NC(CCC(=O)O)C(=O)O. Synergy scores: CSS=25.5, Synergy_ZIP=6.46, Synergy_Bliss=4.31, Synergy_Loewe=-8.81, Synergy_HSA=1.95. Drug 1: CC1CCC2CC(C(=CC=CC=CC(CC(C(=O)C(C(C(=CC(C(=O)CC(OC(=O)C3CCCCN3C(=O)C(=O)C1(O2)O)C(C)CC4CCC(C(C4)OC)O)C)C)O)OC)C)C)C)OC. Cell line: SK-MEL-28. (2) Drug 1: CC1OCC2C(O1)C(C(C(O2)OC3C4COC(=O)C4C(C5=CC6=C(C=C35)OCO6)C7=CC(=C(C(=C7)OC)O)OC)O)O. Drug 2: CCCCCOC(=O)NC1=NC(=O)N(C=C1F)C2C(C(C(O2)C)O)O. Cell line: U251. Synergy scores: CSS=46.9, Synergy_ZIP=-1.05, Synergy_Bliss=-1.26, Synergy_Loewe=-46.7, Synergy_HSA=0.0830.